This data is from Full USPTO retrosynthesis dataset with 1.9M reactions from patents (1976-2016). The task is: Predict the reactants needed to synthesize the given product. (1) Given the product [CH3:1][O:2][C:3]1[CH:4]=[C:5]([CH2:11][CH2:12][CH2:13][OH:14])[CH:6]=[CH:7][C:8]=1[O:9][CH3:10], predict the reactants needed to synthesize it. The reactants are: [CH3:1][O:2][C:3]1[CH:4]=[C:5]([CH2:11][CH2:12][C:13](O)=[O:14])[CH:6]=[CH:7][C:8]=1[O:9][CH3:10].[Cl-].[NH4+].C(OCC)C. (2) Given the product [C:141]([C:131]1[CH:130]=[C:129]([NH:128][C:126]([NH:1][CH2:2][C:3]2[CH:28]=[CH:27][CH:26]=[CH:25][C:4]=2[CH2:5][O:6][C:7]2[N:12]=[CH:11][N:10]([CH2:13][C:14]3[CH:19]=[CH:18][C:17]([O:20][CH3:21])=[CH:16][CH:15]=3)[C:9](=[O:22])[C:8]=2[CH2:23][CH3:24])=[O:127])[N:133]([C:134]2[CH:139]=[CH:138][CH:137]=[C:136]([F:140])[CH:135]=2)[N:132]=1)([CH3:144])([CH3:142])[CH3:143], predict the reactants needed to synthesize it. The reactants are: [NH2:1][CH2:2][C:3]1[CH:28]=[CH:27][CH:26]=[CH:25][C:4]=1[CH2:5][O:6][C:7]1[N:12]=[CH:11][N:10]([CH2:13][C:14]2[CH:19]=[CH:18][C:17]([O:20][CH3:21])=[CH:16][CH:15]=2)[C:9](=[O:22])[C:8]=1[CH2:23][CH3:24].C(C1C=C(NC(NCC2C=CC=CC=2COC2N=CN(CC3C=CC(OC)=CC=3)C(=O)C=2CC)=O)N(C2C=CC(C)=CC=2)N=1)(C)(C)C.C(N(CC)CC)C.C(C1C=C(NC(=O)OC2C=CC([N+]([O-])=O)=CC=2)N(C2C=CC=C(OC)C=2)N=1)(C)(C)C.BrC1C(=O)N(CC2C=CC(OC)=CC=2)C(C)=CC=1OCC1C=CC=CC=1CN[C:126]([NH:128][C:129]1[N:133]([C:134]2[CH:139]=[CH:138][CH:137]=[C:136]([F:140])[CH:135]=2)[N:132]=[C:131]([C:141]([CH3:144])([CH3:143])[CH3:142])[CH:130]=1)=[O:127]. (3) Given the product [C:1]([O:5][C:6]([N:8]1[CH2:12][CH:11]([OH:13])[CH2:10][CH:9]1[CH3:21])=[O:7])([CH3:4])([CH3:2])[CH3:3], predict the reactants needed to synthesize it. The reactants are: [C:1]([O:5][C:6]([N:8]1[CH2:12][CH:11]([O:13]CC2C=CC=CC=2)[CH2:10][CH:9]1[CH3:21])=[O:7])([CH3:4])([CH3:3])[CH3:2]. (4) Given the product [CH2:1]([O:3][C:4](=[O:18])[CH:5]([O:15][CH2:16][CH3:17])[CH2:6][C:7]1[CH:12]=[CH:11][C:10]([O:13][CH2:31][CH2:30][C:28]2[N:29]=[C:25]([C:22]3[CH:23]=[CH:24][C:19]([CH3:33])=[CH:20][CH:21]=3)[S:26][CH:27]=2)=[C:9]([F:14])[CH:8]=1)[CH3:2], predict the reactants needed to synthesize it. The reactants are: [CH2:1]([O:3][C:4](=[O:18])[CH:5]([O:15][CH2:16][CH3:17])[CH2:6][C:7]1[CH:12]=[CH:11][C:10]([OH:13])=[C:9]([F:14])[CH:8]=1)[CH3:2].[C:19]1([CH3:33])[CH:24]=[CH:23][C:22]([C:25]2[S:26][CH:27]=[C:28]([CH2:30][CH2:31]O)[N:29]=2)=[CH:21][CH:20]=1.C(OC(=O)CC1N=C(C2C=CC(C)=CC=2)SC=1)C.[H-].[Al+3].[Li+].[H-].[H-].[H-].C1(P(C2C=CC=CC=2)C2C=CC=CC=2)C=CC=CC=1.N(C(OCC)=O)=NC(OCC)=O. (5) Given the product [F:1][C:2]1[C:30]([N:31]2[CH2:36][CH2:35][N:34]([C:37](=[O:40])[CH2:38][CH3:39])[CH2:33][CH2:32]2)=[CH:29][C:5]2[N:6]([CH2:17][C:18]3[CH:19]=[CH:20][C:21]([O:24][C:25]([F:26])([F:27])[F:28])=[CH:22][CH:23]=3)[C:7]([CH2:9][O:10][C:11]3[CH:12]=[CH:13][CH:14]=[CH:15][CH:16]=3)=[N:8][C:4]=2[CH:3]=1, predict the reactants needed to synthesize it. The reactants are: [F:1][C:2]1[C:30]([N:31]2[CH2:36][CH2:35][NH:34][CH2:33][CH2:32]2)=[CH:29][C:5]2[N:6]([CH2:17][C:18]3[CH:23]=[CH:22][C:21]([O:24][C:25]([F:28])([F:27])[F:26])=[CH:20][CH:19]=3)[C:7]([CH2:9][O:10][C:11]3[CH:16]=[CH:15][CH:14]=[CH:13][CH:12]=3)=[N:8][C:4]=2[CH:3]=1.[C:37](Cl)(=[O:40])[CH2:38][CH3:39]. (6) Given the product [CH3:47][C:44]1([CH3:46])[C:43]([CH3:48])([CH3:49])[O:42][B:41]([C:2]2[CH:7]=[C:6]([C:8]3[CH:13]=[CH:12][CH:11]=[CH:10][CH:9]=3)[CH:5]=[C:4]([C:14]3[C:19]4[S:20][C:21]5[C:26]([C:27]6[CH:32]=[CH:31][CH:30]=[CH:29][CH:28]=6)=[CH:25][CH:24]=[CH:23][C:22]=5[C:18]=4[CH:17]=[CH:16][CH:15]=3)[CH:3]=2)[O:45]1, predict the reactants needed to synthesize it. The reactants are: Cl[C:2]1[CH:3]=[C:4]([C:14]2[C:19]3[S:20][C:21]4[C:26]([C:27]5[CH:32]=[CH:31][CH:30]=[CH:29][CH:28]=5)=[CH:25][CH:24]=[CH:23][C:22]=4[C:18]=3[CH:17]=[CH:16][CH:15]=2)[CH:5]=[C:6]([C:8]2[CH:13]=[CH:12][CH:11]=[CH:10][CH:9]=2)[CH:7]=1.[CH3:48][C:43]1([CH3:49])[C:44]([CH3:47])([CH3:46])[O:45][B:41]([B:41]2[O:45][C:44]([CH3:47])([CH3:46])[C:43]([CH3:49])([CH3:48])[O:42]2)[O:42]1.C([O-])(=O)C.[K+]. (7) Given the product [NH:48]1[C:49]2[CH:55]=[CH:54][CH:53]=[CH:52][C:50]=2[N:51]=[C:47]1[NH:46][C:35](=[O:37])[C@@H:34]([C:38]1[CH:43]=[CH:42][C:41]([Cl:44])=[C:40]([Cl:45])[CH:39]=1)[CH2:33][CH:28]1[CH2:29][CH2:30][CH2:31][CH2:32]1, predict the reactants needed to synthesize it. The reactants are: C1(P(C2C=CC=CC=2)C2C=CC=CC=2)C=CC=CC=1.BrN1C(=O)CCC1=O.[CH:28]1([CH2:33][C@H:34]([C:38]2[CH:43]=[CH:42][C:41]([Cl:44])=[C:40]([Cl:45])[CH:39]=2)[C:35]([OH:37])=O)[CH2:32][CH2:31][CH2:30][CH2:29]1.[NH2:46][C:47]1[NH:48][C:49]2[CH:55]=[CH:54][CH:53]=[CH:52][C:50]=2[N:51]=1.N1C=CC=CC=1. (8) Given the product [NH2:21][C:11]1[CH:12]=[C:13]([CH:19]=[CH:20][C:10]=1[NH:9][CH:1]1[CH2:8][CH2:7][CH2:6][CH2:5][CH2:4][CH2:3][CH2:2]1)[C:14]([NH:16][CH2:17][CH3:18])=[O:15], predict the reactants needed to synthesize it. The reactants are: [CH:1]1([NH:9][C:10]2[CH:20]=[CH:19][C:13]([C:14]([NH:16][CH2:17][CH3:18])=[O:15])=[CH:12][C:11]=2[N+:21]([O-])=O)[CH2:8][CH2:7][CH2:6][CH2:5][CH2:4][CH2:3][CH2:2]1.[H][H].